The task is: Regression. Given a target protein amino acid sequence and a drug SMILES string, predict the binding affinity score between them. We predict pIC50 (pIC50 = -log10(IC50 in M); higher means more potent). Dataset: bindingdb_ic50.. This data is from Drug-target binding data from BindingDB using IC50 measurements. (1) The compound is O=C1C=CC(=O)N1Cc1ccccc1. The target is XTSFAESXKPVQQPSAFGS. The pIC50 is 6.0. (2) The compound is CCN(CC)C(=O)N1c2ccccc2C=Cc2ccccc21. The target protein (Q9JJX6) has sequence MAGCCSVLGSFLFEYDTPRIVLIRSRKVGLMNRVVQLLILAYVIGWVFVWEKGYQETDSVVSSVTTKAKGVAVTNTSQLGFRIWDVADYVVPAQEENSLFIMTNMIVTVNQTQGTCPEIPDKTSICDSDANCTLGSSDTHSSGIGTGRCVPFNASVKTCEVAAWCPVENDAGVPTPAFLKAAENFTLLVKNNIWYPKFNFSKRNILPNITTSYLKSCIYNARTDPFCPIFRLGQIVADAGHSFQEMAVEGGIMGIQIKWDCNLDRAASHCLPRYSFRRLDTRDLEHNVSPGYNFRFAKYYRDLAGNEQRTLTKAYGIRFDIIVFGKAGKFDIIPTMINVGSGLALLGVATVLCDVIVLYCMKKRYYYRDKKYKYVEDYEQGLSGEMNQ. The pIC50 is 4.0. (3) The compound is CC(CCC(N)=O)C(=O)N1c2ccccc2CC1C(=O)O. The target protein (P12822) has sequence MGAAPGRRGPRLLRPPPPLLLLLLLLRPPPAALTLDPGLLPGDFAADEAGARLFASSYNSSAEQVLFRSTAASWAHDTNITAENARRQEEEALLSQEFAEAWGKKAKELYDPVWQNFTDPELRRIIGAVRTLGPANLPLAKRQQYNSLLSNMSQIYSTGKVCFPNKTASCWSLDPDLNNILASSRSYAMLLFAWEGWHNAVGIPLKPLYQEFTALSNEAYRQDGFSDTGAYWRSWYDSPTFEEDLERIYHQLEPLYLNLHAYVRRVLHRRYGDRYINLRGPIPAHLLGNMWAQSWESIYDMVVPFPDKPNLDVTSTMVQKGWNATHMFRVAEEFFTSLGLLPMPPEFWAESMLEKPEDGREVVCHASAWDFYNRKDFRIKQCTQVTMDQLSTVHHEMGHVQYYLQYKDQPVSLRRANPGFHEAIGDVLALSVSTPAHLHKIGLLDHVTNDTESDINYLLKMALEKIAFLPFGYLVDQWRWGVFSGRTPSSRYNFDWWYLR.... The pIC50 is 4.8. (4) The target protein (Q06806) has sequence MVWWGSSLLLPTLFLASHVGASVDLTLLANLRITDPQRFFLTCVSGEAGAGRSSDPPLLLEKDDRIVRTFPPGQPLYLARNGSHQVTLRGFSKPSDLVGVFSCVGGAGARRTRVLYVHNSPGAHLFPDKVTHTVNKGDTAVLSAHVHKEKQTDVIWKNNGSYFNTLDWQEADDGRFQLQLQNVQPPSSGIYSATYLEASPLGSAFFRLIVRGCGAGRWGPGCVKDCPGCLHGGVCHDHDGECVCPPGFTGTRCEQACREGRFGQSCQEQCPGTAGCRGLTFCLPDPYGCSCGSGWRGSQCQEACAPGHFGADCRLQCQCQNGGTCDRFSGCVCPSGWHGVHCEKSDRIPQILSMATEVEFNIGTMPRINCAAAGNPFPVRGSMKLRKPDGTMLLSTKVIVEPDRTTAEFEVPSLTLGDSGFWECRVSTSGGQDSRRFKVNVKVPPVPLTAPRLLAKQSRQLVVSPLVSFSGDGPISSVRLHYRPQDSTIAWSAIVVDPSE.... The small molecule is O=C(Nc1cccc(Nc2ccc3c(c2)NC(=O)/C3=C\c2ccc[nH]2)c1)Nc1cccc(C(F)(F)F)c1. The pIC50 is 5.5. (5) The small molecule is COC(=O)c1ccc2c(c1)c1c(n2CCCOc2nc(C)cc(C)n2)CCCC1. The target protein (Q8WTV0) has sequence MGCSAKARWAAGALGVAGLLCAVLGAVMIVMVPSLIKQQVLKNVRIDPSSLSFNMWKEIPIPFYLSVYFFDVMNPSEILKGEKPQVRERGPYVYREFRHKSNITFNNNDTVSFLEYRTFQFQPSKSHGSESDYIVMPNILVLGAAVMMENKPMTLKLIMTLAFTTLGERAFMNRTVGEIMWGYKDPLVNLINKYFPGMFPFKDKFGLFAELNNSDSGLFTVFTGVQNISRIHLVDKWNGLSKVDFWHSDQCNMINGTSGQMWPPFMTPESSLEFYSPEACRSMKLMYKESGVFEGIPTYRFVAPKTLFANGSIYPPNEGFCPCLESGIQNVSTCRFSAPLFLSHPHFLNADPVLAEAVTGLHPNQEAHSLFLDIHPVTGIPMNCSVKLQLSLYMKSVAGIGQTGKIEPVVLPLLWFAESGAMEGETLHTFYTQLVLMPKVMHYAQYVLLALGCVLLLVPVICQIRSQVGAGQRAARADSHSLACWGKGASDRTLWPTAAW.... The pIC50 is 8.8. (6) The small molecule is CCCc1nc(C)c2c(=O)[nH]c(-c3cc(S(=O)(=O)N4CCN(CC)CC4)ccc3OCC)nn12. The target protein sequence is QTNIEQEVSLDLILVEEYDSLIEKMSNWNFPIFELVEKMGEKSGRILSQVMYTLFQDTGLLEIFKIPTQQFMNYFRALENGYRDIPYHNRIHATDVLHAVWYLTTRPVPGLQQIHNGCGTGNETDSDGRINHGRIAYISSKSCSNPDESYGCLSSNIPALELMALYVAAAMHDYDHPGRTNAFLVATNAPQAVLYNDRSVLENHHAASAWNLYLSRPEYNFLLHLDHVEFKRFRFLVIEAILATDLKKHFDFLAEFNAKANDVNSNGIEWSNENDRLLVCQVCIKLADINGPAKVRDLHLKWTEGIVNEFYEQGDEEANLGLPISPFMDRSSPQLAKLQESFITHIVGPLCNSYDAAGLLPGQWLEAEEDNDTESGDDEDGEELDTEDEEMENNLNPKPPRRKSRRRIFCQLMHHLTENHKIWKEIVEEEEKCKA. The pIC50 is 6.2.